This data is from Catalyst prediction with 721,799 reactions and 888 catalyst types from USPTO. The task is: Predict which catalyst facilitates the given reaction. Reactant: C(NC(C)C)(C)C.C([Li])CCC.[CH:13]1([C:16]([O:18][C:19]([CH3:22])([CH3:21])[CH3:20])=[O:17])[CH2:15][CH2:14]1.[Br:23][C:24]1[CH:25]=[C:26]([CH:29]=[CH:30][CH:31]=1)[CH2:27]Br.[Cl-].[NH4+]. Product: [Br:23][C:24]1[CH:25]=[C:26]([CH:29]=[CH:30][CH:31]=1)[CH2:27][C:13]1([C:16]([O:18][C:19]([CH3:22])([CH3:21])[CH3:20])=[O:17])[CH2:15][CH2:14]1. The catalyst class is: 1.